This data is from Peptide-MHC class I binding affinity with 185,985 pairs from IEDB/IMGT. The task is: Regression. Given a peptide amino acid sequence and an MHC pseudo amino acid sequence, predict their binding affinity value. This is MHC class I binding data. (1) The peptide sequence is SHDVLTVQF. The MHC is HLA-B39:01 with pseudo-sequence HLA-B39:01. The binding affinity (normalized) is 0.482. (2) The peptide sequence is HPLARTAKV. The MHC is HLA-A80:01 with pseudo-sequence HLA-A80:01. The binding affinity (normalized) is 0.0847. (3) The peptide sequence is GVFKVWHPI. The MHC is HLA-B27:05 with pseudo-sequence HLA-B27:05. The binding affinity (normalized) is 0.0847. (4) The peptide sequence is EFFGWAEGY. The MHC is HLA-A29:02 with pseudo-sequence HLA-A29:02. The binding affinity (normalized) is 0.820. (5) The peptide sequence is GERYYFAYI. The MHC is HLA-A32:01 with pseudo-sequence HLA-A32:01. The binding affinity (normalized) is 0.0867. (6) The peptide sequence is SPRIKFLDL. The MHC is HLA-B51:01 with pseudo-sequence HLA-B51:01. The binding affinity (normalized) is 0.0847. (7) The peptide sequence is ELAELLEMK. The MHC is HLA-A33:01 with pseudo-sequence HLA-A33:01. The binding affinity (normalized) is 0.344.